Dataset: Full USPTO retrosynthesis dataset with 1.9M reactions from patents (1976-2016). Task: Predict the reactants needed to synthesize the given product. (1) Given the product [CH2:1]([O:8][C:9]1[CH:14]=[CH:13][C:12]([N:15]2[CH2:19][C@H:18]([CH2:20][N:28]3[CH:32]=[CH:31][N:30]=[CH:29]3)[O:17][C:16]2=[O:26])=[CH:11][C:10]=1[F:27])[C:2]1[CH:3]=[CH:4][CH:5]=[CH:6][CH:7]=1, predict the reactants needed to synthesize it. The reactants are: [CH2:1]([O:8][C:9]1[CH:14]=[CH:13][C:12]([N:15]2[CH2:19][C@H:18]([CH2:20]OS(C)(=O)=O)[O:17][C:16]2=[O:26])=[CH:11][C:10]=1[F:27])[C:2]1[CH:7]=[CH:6][CH:5]=[CH:4][CH:3]=1.[NH:28]1[CH:32]=[CH:31][N:30]=[CH:29]1. (2) Given the product [C:31]([NH:1][C:2]1[CH:3]=[C:4]([CH:28]2[CH2:30][CH2:29]2)[C:5]([C:18]2[CH:19]=[C:20]3[C:25](=[CH:26][CH:27]=2)[O:24][CH2:23][CH2:22][CH2:21]3)=[C:6]([CH:9]([O:14][CH:15]2[CH2:16][CH2:17]2)[C:10]([O:12][CH3:13])=[O:11])[C:7]=1[CH3:8])(=[O:33])[CH3:32], predict the reactants needed to synthesize it. The reactants are: [NH2:1][C:2]1[CH:3]=[C:4]([CH:28]2[CH2:30][CH2:29]2)[C:5]([C:18]2[CH:19]=[C:20]3[C:25](=[CH:26][CH:27]=2)[O:24][CH2:23][CH2:22][CH2:21]3)=[C:6]([CH:9]([O:14][CH:15]2[CH2:17][CH2:16]2)[C:10]([O:12][CH3:13])=[O:11])[C:7]=1[CH3:8].[C:31](OC(=O)C)(=[O:33])[CH3:32].